This data is from Reaction yield outcomes from USPTO patents with 853,638 reactions. The task is: Predict the reaction yield, written as a fraction of the theoretical maximum amount of product (1.0 means a 100% yield; for example, 0.34 means a 34% yield). (1) The reactants are C([Mg]Br)C.C(OC)(=O)/C=C/CCC(OC)=O.[C:17]([CH:22]1[CH:26]([CH:27]=[CH2:28])[CH2:25][CH2:24][C:23]1=[O:29])([O:19][CH2:20]C)=[O:18].C(OC)(=O)C=C. The catalyst is C1COCC1.[Cu]Cl. The product is [CH2:27]([CH:26]1[CH2:25][CH2:24][C:23](=[O:29])[CH:22]1[C:17]([O:19][CH3:20])=[O:18])[CH3:28]. The yield is 0.951. (2) The reactants are [Cl:1][C:2]1[N:3]=[C:4]([N:9]2[CH2:13][CH2:12][CH:11]([OH:14])[CH2:10]2)[S:5][C:6]=1[CH:7]=O.[CH:15]1([NH:18][C:19]([C@@H:21]2[C@H:26]([NH:27][C:28]3[C:33]([Cl:34])=[CH:32][N:31]=[C:30]([NH2:35])[C:29]=3[NH2:36])[C@@H:25]3[CH2:37][C@H:22]2[CH:23]=[CH:24]3)=[O:20])[CH2:17][CH2:16]1.C([O-])(=O)C.[NH4+]. No catalyst specified. The product is [CH:15]1([NH:18][C:19]([C@@H:21]2[C@H:26]([NH:27][C:28]3[C:33]([Cl:34])=[CH:32][N:31]=[C:30]4[NH:35][C:7]([C:6]5[S:5][C:4]([N:9]6[CH2:13][CH2:12][C@@H:11]([OH:14])[CH2:10]6)=[N:3][C:2]=5[Cl:1])=[N:36][C:29]=34)[C@@H:25]3[CH2:37][C@H:22]2[CH:23]=[CH:24]3)=[O:20])[CH2:17][CH2:16]1. The yield is 0.100. (3) The reactants are Cl[C:2]1[N:7]=[CH:6][C:5]([CH2:8][C:9]2[C:17]3[C:12](=[N:13][CH:14]=[CH:15][CH:16]=3)[N:11]([Si:18]([CH:25]([CH3:27])[CH3:26])([CH:22]([CH3:24])[CH3:23])[CH:19]([CH3:21])[CH3:20])[CH:10]=2)=[CH:4][CH:3]=1.[CH:28]([Mg]Cl)([CH3:30])[CH3:29].O. The catalyst is O1CCCC1.Cl[Pd]Cl.C1(P(C2C=CC=CC=2)[C-]2C=CC=C2)C=CC=CC=1.[C-]1(P(C2C=CC=CC=2)C2C=CC=CC=2)C=CC=C1.[Fe+2]. The product is [CH:28]([C:2]1[N:7]=[CH:6][C:5]([CH2:8][C:9]2[C:17]3[C:12](=[N:13][CH:14]=[CH:15][CH:16]=3)[N:11]([Si:18]([CH:25]([CH3:27])[CH3:26])([CH:22]([CH3:24])[CH3:23])[CH:19]([CH3:20])[CH3:21])[CH:10]=2)=[CH:4][CH:3]=1)([CH3:30])[CH3:29]. The yield is 0.704. (4) The reactants are C(O)(C(F)(F)F)=O.[NH2:8][CH2:9][CH2:10][NH:11][C:12](=[O:19])[C:13]1[CH:18]=[CH:17][CH:16]=[N:15][CH:14]=1.[C:20](O)(=[O:40])[CH2:21][CH2:22][CH2:23]/[CH:24]=[CH:25]\[CH2:26]/[CH:27]=[CH:28]\[CH2:29]/[CH:30]=[CH:31]\[CH2:32]/[CH:33]=[CH:34]\[CH2:35]/[CH:36]=[CH:37]\[CH2:38][CH3:39].CN(C(ON1N=NC2C=CC=NC1=2)=[N+](C)C)C.F[P-](F)(F)(F)(F)F.CCN(C(C)C)C(C)C. The catalyst is CC#N.CCOC(C)=O. The product is [C:20]([NH:8][CH2:9][CH2:10][NH:11][C:12](=[O:19])[C:13]1[CH:18]=[CH:17][CH:16]=[N:15][CH:14]=1)(=[O:40])[CH2:21][CH2:22][CH2:23]/[CH:24]=[CH:25]\[CH2:26]/[CH:27]=[CH:28]\[CH2:29]/[CH:30]=[CH:31]\[CH2:32]/[CH:33]=[CH:34]\[CH2:35]/[CH:36]=[CH:37]\[CH2:38][CH3:39]. The yield is 0.620. (5) The reactants are [Br:1][C:2]1[CH:3]=[N:4][C:5](Cl)=[N:6][CH:7]=1.[CH3:9][C:10]1[CH:16]=[CH:15][CH:14]=[C:13]([N+:17]([O-:19])=[O:18])[C:11]=1[NH2:12].CC(C)([O-])C.[K+]. The catalyst is CN(C)C=O. The product is [Br:1][C:2]1[CH:3]=[N:4][C:5]([NH:12][C:11]2[C:13]([N+:17]([O-:19])=[O:18])=[CH:14][CH:15]=[CH:16][C:10]=2[CH3:9])=[N:6][CH:7]=1. The yield is 0.310. (6) The reactants are [CH2:1]([N:8]1[N:12]=[C:11]([CH:13]2[CH2:18][CH2:17][N:16]([C:19]3[CH:24]=[CH:23][C:22](/[N:25]=[CH:26]/[C:27]4[O:28][C:29]([N+:32]([O-:34])=[O:33])=[CH:30][CH:31]=4)=[CH:21][C:20]=3[F:35])[CH2:15][CH2:14]2)[O:10][C:9]1=[O:36])[C:2]1[CH:7]=[CH:6][CH:5]=[CH:4][CH:3]=1.C([BH3-])#N.[Na+].C(=O)(O)[O-].[Na+]. The catalyst is CC(O)=O.CO. The product is [CH2:1]([N:8]1[N:12]=[C:11]([CH:13]2[CH2:14][CH2:15][N:16]([C:19]3[CH:24]=[CH:23][C:22]([NH:25][CH2:26][C:27]4[O:28][C:29]([N+:32]([O-:34])=[O:33])=[CH:30][CH:31]=4)=[CH:21][C:20]=3[F:35])[CH2:17][CH2:18]2)[O:10][C:9]1=[O:36])[C:2]1[CH:7]=[CH:6][CH:5]=[CH:4][CH:3]=1. The yield is 0.840. (7) The reactants are [NH2:1][C:2]1[C:7]([C:8]2[C:9]([O:14][CH3:15])=[N:10][CH:11]=[CH:12][CH:13]=2)=[CH:6][C:5]([C:16]([CH3:19])([CH3:18])[CH3:17])=[CH:4][C:3]=1[C:20]#[C:21][C:22]1[CH:27]=[CH:26][C:25]([NH:28][S:29]([CH3:32])(=[O:31])=[O:30])=[CH:24][CH:23]=1.[H][H]. The catalyst is CCOC(C)=O.CO.[OH-].[OH-].[Pd+2]. The product is [NH2:1][C:2]1[C:7]([C:8]2[C:9]([O:14][CH3:15])=[N:10][CH:11]=[CH:12][CH:13]=2)=[CH:6][C:5]([C:16]([CH3:17])([CH3:18])[CH3:19])=[CH:4][C:3]=1[CH2:20][CH2:21][C:22]1[CH:23]=[CH:24][C:25]([NH:28][S:29]([CH3:32])(=[O:31])=[O:30])=[CH:26][CH:27]=1. The yield is 0.660.